This data is from Catalyst prediction with 721,799 reactions and 888 catalyst types from USPTO. The task is: Predict which catalyst facilitates the given reaction. (1) Reactant: [CH:1]([CH:4]1[CH2:9][CH2:8][CH2:7][CH2:6][C:5]1=O)([CH3:3])[CH3:2].[C:11](O)(=O)C.[CH:15]([NH2:17])=[NH:16]. Product: [CH:1]([CH:4]1[C:5]2[N:17]=[CH:15][N:16]=[CH:11][C:6]=2[CH2:7][CH2:8][CH2:9]1)([CH3:3])[CH3:2]. The catalyst class is: 51. (2) Reactant: [OH:1][CH2:2][CH:3]([CH2:15][CH2:16][C:17]1[CH:26]=[CH:25][C:20]([C:21]([O:23][CH3:24])=[O:22])=[CH:19][CH:18]=1)[CH2:4][C:5]1[CH:14]=[CH:13][C:8]([C:9]([O:11][CH3:12])=[O:10])=[CH:7][CH:6]=1.[Cr](Cl)([O-])(=O)=O.[NH+]1C=CC=CC=1. Product: [CH:2]([CH:3]([CH2:15][CH2:16][C:17]1[CH:26]=[CH:25][C:20]([C:21]([O:23][CH3:24])=[O:22])=[CH:19][CH:18]=1)[CH2:4][C:5]1[CH:14]=[CH:13][C:8]([C:9]([O:11][CH3:12])=[O:10])=[CH:7][CH:6]=1)=[O:1]. The catalyst class is: 4. (3) Product: [C:4]([C:5]([O:21][CH3:22])([F:1])[F:7])([C:12]([F:15])([F:14])[F:13])([C:8]([F:11])([F:10])[F:9])[F:3]. The catalyst class is: 9. Reactant: [F-:1].[K+].[F:3][C:4]([C:12]([F:15])([F:14])[F:13])([C:8]([F:11])([F:10])[F:9])[C:5]([F:7])=O.S([O:21][CH3:22])(OC)(=O)=O. (4) Reactant: [C:1]([C:4]1[C:29](=[O:30])[C@@:8]2([CH3:31])[C:9]3[C:15]([OH:16])=[CH:14][C:13]([O:17][CH3:18])=[C:12]([C:19]([O:21][CH2:22][C:23]4[CH:28]=[CH:27][CH:26]=[CH:25][CH:24]=4)=[O:20])[C:10]=3[O:11][C:7]2=[CH:6][C:5]=1[OH:32])(=[O:3])[CH3:2].[H-].[Na+].[CH3:35]I.Cl. Product: [C:1]([C:4]1[C:29](=[O:30])[C@@:8]2([CH3:31])[C:9]3[C:15]([O:16][CH3:35])=[CH:14][C:13]([O:17][CH3:18])=[C:12]([C:19]([O:21][CH2:22][C:23]4[CH:24]=[CH:25][CH:26]=[CH:27][CH:28]=4)=[O:20])[C:10]=3[O:11][C:7]2=[CH:6][C:5]=1[OH:32])(=[O:3])[CH3:2]. The catalyst class is: 9. (5) Product: [CH3:29][O:28][C:25]1[CH:24]=[CH:23][C:22]([C:21]2[C:14]3[C:13]([NH:12][C:8]4[CH:7]=[C:6]([CH:11]=[CH:10][CH:9]=4)[O:5][CH2:4][C:3]([OH:36])=[O:2])=[N:18][CH:17]=[N:16][C:15]=3[O:19][C:20]=2[C:30]2[CH:35]=[CH:34][CH:33]=[CH:32][CH:31]=2)=[CH:27][CH:26]=1. Reactant: C[O:2][C:3](=[O:36])[CH2:4][O:5][C:6]1[CH:11]=[CH:10][CH:9]=[C:8]([NH:12][C:13]2[C:14]3[C:21]([C:22]4[CH:27]=[CH:26][C:25]([O:28][CH3:29])=[CH:24][CH:23]=4)=[C:20]([C:30]4[CH:35]=[CH:34][CH:33]=[CH:32][CH:31]=4)[O:19][C:15]=3[N:16]=[CH:17][N:18]=2)[CH:7]=1.[OH-].[Na+]. The catalyst class is: 1. (6) Reactant: [F:1][C:2]1[CH:3]=[C:4]([C:26](OC)=O)[C:5]2[C:6](=O)[CH:7]([C:19]3[N:23]([CH3:24])[N:22]=[CH:21][N:20]=3)[CH:8]([C:12]3[CH:17]=[CH:16][C:15]([F:18])=[CH:14][CH:13]=3)[NH:9][C:10]=2[CH:11]=1.[OH2:30].[NH2:31][NH2:32]. Product: [F:1][C:2]1[CH:11]=[C:10]2[NH:9][CH:8]([C:12]3[CH:13]=[CH:14][C:15]([F:18])=[CH:16][CH:17]=3)[CH:7]([C:19]3[N:23]([CH3:24])[N:22]=[CH:21][N:20]=3)[C:6]3=[N:31][NH:32][C:26](=[O:30])[C:4]([CH:3]=1)=[C:5]23. The catalyst class is: 5.